Dataset: Reaction yield outcomes from USPTO patents with 853,638 reactions. Task: Predict the reaction yield, written as a fraction of the theoretical maximum amount of product (1.0 means a 100% yield; for example, 0.34 means a 34% yield). The catalyst is CN(C=O)C.CO. The reactants are [CH:1]([C:3]1[CH:16]=[CH:15][C:6]([C:7]([NH:9][C:10]2[N:11]=[N:12][NH:13][N:14]=2)=[O:8])=[CH:5][CH:4]=1)=O.[CH:17]1([C:23]2[CH:29]=[CH:28][C:26]([NH2:27])=[CH:25][CH:24]=2)[CH2:22][CH2:21][CH2:20][CH2:19][CH2:18]1.C(O)(=O)C.C([BH3-])#N.[Na+]. The product is [CH:17]1([C:23]2[CH:24]=[CH:25][C:26]([NH:27][CH2:1][C:3]3[CH:16]=[CH:15][C:6]([C:7]([NH:9][C:10]4[N:11]=[N:12][NH:13][N:14]=4)=[O:8])=[CH:5][CH:4]=3)=[CH:28][CH:29]=2)[CH2:18][CH2:19][CH2:20][CH2:21][CH2:22]1. The yield is 0.835.